The task is: Predict the reactants needed to synthesize the given product.. This data is from Full USPTO retrosynthesis dataset with 1.9M reactions from patents (1976-2016). (1) Given the product [CH3:1][O:2][C:3]1[CH:4]=[C:5]2[C:10](=[CH:11][CH:12]=1)[CH:9]=[C:8]([C:13]1[CH:26]=[CH:27][C:28]([N:29]3[C:26](=[O:34])[C:27]4[C:28](=[CH:30][CH:31]=[CH:32][CH:33]=4)[N:29]=[C:24]3[CH3:23])=[C:30]([CH3:31])[C:14]=1[C:15]#[CH:16])[CH:7]=[CH:6]2, predict the reactants needed to synthesize it. The reactants are: [CH3:1][O:2][C:3]1[CH:4]=[C:5]2[C:10](=[CH:11][CH:12]=1)[CH:9]=[C:8]([C:13]#[C:14][C:15]1C=CC(N)=C(C)[CH:16]=1)[CH:7]=[CH:6]2.[CH3:23][C:24]1O[C:26](=[O:34])[C:27]2[CH:33]=[CH:32][CH:31]=[CH:30][C:28]=2[N:29]=1. (2) Given the product [CH2:1]([O:3][C:4](=[O:20])[C:5]([O:8][C:9]1[CH:18]=[C:17]([O:19][CH2:31][CH2:30][C:29]2[C:24]([CH:21]3[CH2:23][CH2:22]3)=[N:25][C:26]([C:33]3[CH:38]=[CH:37][C:36]([C:39]([F:42])([F:40])[F:41])=[CH:35][CH:34]=3)=[N:27][CH:28]=2)[C:16]2[C:11](=[CH:12][CH:13]=[CH:14][CH:15]=2)[CH:10]=1)([CH3:7])[CH3:6])[CH3:2], predict the reactants needed to synthesize it. The reactants are: [CH2:1]([O:3][C:4](=[O:20])[C:5]([O:8][C:9]1[CH:18]=[C:17]([OH:19])[C:16]2[C:11](=[CH:12][CH:13]=[CH:14][CH:15]=2)[CH:10]=1)([CH3:7])[CH3:6])[CH3:2].[CH:21]1([C:24]2[C:29]([CH2:30][CH2:31]O)=[CH:28][N:27]=[C:26]([C:33]3[CH:38]=[CH:37][C:36]([C:39]([F:42])([F:41])[F:40])=[CH:35][CH:34]=3)[N:25]=2)[CH2:23][CH2:22]1. (3) Given the product [CH2:8]([C:7]1[NH:6][C:5](=[O:19])[C:4]([C:20]2[N:21]=[C:22]([C:25]3[CH:26]=[CH:27][N:28]=[CH:29][CH:30]=3)[S:23][CH:24]=2)=[CH:3][C:2]=1[NH:1][C:40](=[O:41])[CH2:39][CH2:38][CH2:37][N:31]1[CH2:36][CH2:35][CH2:34][CH2:33][CH2:32]1)[CH3:9], predict the reactants needed to synthesize it. The reactants are: [NH2:1][C:2]1[CH:3]=[C:4]([C:20]2[N:21]=[C:22]([C:25]3[CH:30]=[CH:29][N:28]=[CH:27][CH:26]=3)[S:23][CH:24]=2)[C:5](=[O:19])[N:6](CC2C=CC(OC)=CC=2)[C:7]=1[CH2:8][CH3:9].[N:31]1([CH2:37][CH2:38][CH2:39][C:40](O)=[O:41])[CH2:36][CH2:35][CH2:34][CH2:33][CH2:32]1.BrCCCC(OCC)=O.N1CCCCC1.COC1C=C(S)C=CC=1.C(O)(C(F)(F)F)=O. (4) The reactants are: Br[C:2]1[C:11]2[CH2:10][CH2:9][CH2:8][CH2:7][C:6]=2[C:5]([S:12]([NH:15][C:16]([CH3:19])([CH3:18])[CH3:17])(=[O:14])=[O:13])=[CH:4][CH:3]=1.P([O-])([O-])([O-])=O.[K+].[K+].[K+].[CH3:28][C:29]1[C:30](B2OC(C)(C)C(C)(C)O2)=[C:31]([C:34]([O:36][CH3:37])=[O:35])[S:32][CH:33]=1.C1(P(C2C=CC=CC=2)C2C=CC=CC=2)C=CC=CC=1. Given the product [C:16]([NH:15][S:12]([C:5]1[C:6]2[CH2:7][CH2:8][CH2:9][CH2:10][C:11]=2[C:2]([C:30]2[C:29]([CH3:28])=[CH:33][S:32][C:31]=2[C:34]([O:36][CH3:37])=[O:35])=[CH:3][CH:4]=1)(=[O:14])=[O:13])([CH3:19])([CH3:18])[CH3:17], predict the reactants needed to synthesize it. (5) Given the product [CH3:10][N:9]([CH3:11])/[C:7](=[N:4]\[C:1](=[O:3])[CH3:2])/[CH3:8], predict the reactants needed to synthesize it. The reactants are: [C:1]([NH2:4])(=[O:3])[CH3:2].CO[C:7](OC)([N:9]([CH3:11])[CH3:10])[CH3:8]. (6) Given the product [C:9]1([C:31]2[CH:32]=[CH:33][CH:34]=[CH:35][CH:36]=2)[CH:10]=[CH:11][C:12]([CH2:15][C@@H:16]([NH:20][C:19]([O:30][C:38]([CH3:43])([CH3:39])[CH3:37])=[O:55])[CH2:17][C:18](=[CH2:2])[C:46]([OH:54])=[O:47])=[CH:13][CH:14]=1, predict the reactants needed to synthesize it. The reactants are: [Li+].[CH3:2]C([N-]C(C)C)C.[C:9]1([C:31]2[CH:36]=[CH:35][CH:34]=[CH:33][CH:32]=2)[CH:14]=[CH:13][C:12]([CH2:15][C@H:16]2[N:20](CC3C=CC(OC)=CC=3)[C:19](=[O:30])[CH2:18][CH2:17]2)=[CH:11][CH:10]=1.[C:37](Cl)(=O)[C:38]1[CH:43]=CC=C[CH:39]=1.[CH2:46]=[O:47].C([O-])([O-])=O.[K+].[K+].[OH2:54].[OH-:55].[Li+].P(=O)(O)(O)O.